Predict the reactants needed to synthesize the given product. From a dataset of Full USPTO retrosynthesis dataset with 1.9M reactions from patents (1976-2016). Given the product [OH:31][C:32]([CH3:62])([CH3:64])[CH2:33][N:34]1[CH:38]=[CH:37][C:36]([NH:39][C:3](=[O:26])[C@@H:4]([N:9]2[CH2:13][C:12]([O:14][C:15]3[C:20]4[N:21]=[C:22]([CH3:24])[O:23][C:19]=4[CH:18]=[CH:17][CH:16]=3)=[CH:11][C:10]2=[O:25])[CH2:5][CH:6]([CH3:8])[CH3:7])=[N:35]1, predict the reactants needed to synthesize it. The reactants are: CO[C:3](=[O:26])[C@@H:4]([N:9]1[CH2:13][C:12]([O:14][C:15]2[C:20]3[N:21]=[C:22]([CH3:24])[O:23][C:19]=3[CH:18]=[CH:17][CH:16]=2)=[CH:11][C:10]1=[O:25])[CH2:5][CH:6]([CH3:8])[CH3:7].O.[OH-].[Li+].Cl.[OH:31][C@@H:32]([CH2:62]O)[CH2:33][N:34]1[CH:38]=[CH:37][C:36]([NH:39]C(=O)[C@@H](N2CC(OC3C=CC=C(Cl)C=3Cl)=CC2=O)CC(C)C)=[N:35]1.[CH:64](N(CC)C(C)C)(C)C.F[P-](F)(F)(F)(F)F.N1(O[P+](N(C)C)(N(C)C)N(C)C)C2C=CC=CC=2N=N1.